From a dataset of Reaction yield outcomes from USPTO patents with 853,638 reactions. Predict the reaction yield, written as a fraction of the theoretical maximum amount of product (1.0 means a 100% yield; for example, 0.34 means a 34% yield). (1) The reactants are [CH2:1]([C:3]12[CH2:19][CH2:18][C:17](=[O:20])[CH:16]=[C:4]1[CH2:5][CH2:6][CH2:7][C:8]1[CH:13]=[C:12]([O:14][CH3:15])[CH:11]=[CH:10][C:9]=12)[CH3:2].NC(C(O)=O)CCSC.CS(O)(=O)=O. The catalyst is C(Cl)Cl. The product is [CH2:1]([C@:3]12[CH2:19][CH2:18][C:17](=[O:20])[CH:16]=[C:4]1[CH2:5][CH2:6][CH2:7][C:8]1[CH:13]=[C:12]([O:14][CH3:15])[CH:11]=[CH:10][C:9]=12)[CH3:2].[CH2:1]([C@@:3]12[CH2:19][CH2:18][C:17](=[O:20])[CH:16]=[C:4]1[CH2:5][CH2:6][CH2:7][C:8]1[CH:13]=[C:12]([O:14][CH3:15])[CH:11]=[CH:10][C:9]=12)[CH3:2]. The yield is 0.880. (2) The reactants are [OH:1][C@H:2]1[CH2:6][NH:5][C@H:4]([C:7]([OH:9])=[O:8])[CH2:3]1.[OH-].[Na+].[CH3:12][C:13]([O:16][C:17](O[C:17]([O:16][C:13]([CH3:15])([CH3:14])[CH3:12])=[O:18])=[O:18])([CH3:15])[CH3:14]. The catalyst is C1COCC1.O. The product is [C:13]([O:16][C:17]([N:5]1[CH2:6][C@H:2]([OH:1])[CH2:3][C@H:4]1[C:7]([OH:9])=[O:8])=[O:18])([CH3:15])([CH3:14])[CH3:12]. The yield is 0.950. (3) The reactants are [CH2:1]([NH:8][C:9]([C:11]1[S:15][C:14]([NH:16][C:17](=[O:23])[CH2:18][CH2:19][CH2:20][CH2:21]Br)=[N:13][C:12]=1[CH3:24])=[O:10])[C:2]1[CH:7]=[CH:6][CH:5]=[CH:4][CH:3]=1.C(NC(C1SC(NC(=O)CCCBr)=NC=1C)=O)C1C=CC=CC=1. No catalyst specified. The product is [CH2:1]([NH:8][C:9]([C:11]1[S:15][C:14]([N:16]2[CH2:21][CH2:20][CH2:19][CH2:18][C:17]2=[O:23])=[N:13][C:12]=1[CH3:24])=[O:10])[C:2]1[CH:7]=[CH:6][CH:5]=[CH:4][CH:3]=1. The yield is 0.350. (4) The reactants are O.[NH2:2][C:3]1[N:8]=[C:7]([CH:9]2[CH2:11][CH2:10]2)[N:6]=[C:5]([C:12]([OH:14])=[O:13])[C:4]=1[Cl:15].S(Cl)(Cl)=O.[OH-].[Na+].Cl.[CH3:23]O. No catalyst specified. The product is [NH2:2][C:3]1[N:8]=[C:7]([CH:9]2[CH2:11][CH2:10]2)[N:6]=[C:5]([C:12]([O:14][CH3:23])=[O:13])[C:4]=1[Cl:15]. The yield is 0.800. (5) The reactants are [CH3:1][O:2][C:3](=[O:20])[C:4]1[CH:9]=[CH:8][C:7]([N+:10]([O-])=O)=[C:6]([O:13][CH2:14][CH2:15][CH2:16][N:17]([CH3:19])[CH3:18])[CH:5]=1. The catalyst is CO.[Cl-].[NH4+].C(OCC)(=O)C.[Zn]. The product is [CH3:1][O:2][C:3](=[O:20])[C:4]1[CH:9]=[CH:8][C:7]([NH2:10])=[C:6]([O:13][CH2:14][CH2:15][CH2:16][N:17]([CH3:18])[CH3:19])[CH:5]=1. The yield is 0.880.